This data is from Ames mutagenicity test results for genotoxicity prediction. The task is: Regression/Classification. Given a drug SMILES string, predict its toxicity properties. Task type varies by dataset: regression for continuous values (e.g., LD50, hERG inhibition percentage) or binary classification for toxic/non-toxic outcomes (e.g., AMES mutagenicity, cardiotoxicity, hepatotoxicity). Dataset: ames. (1) The drug is Cl/C=C(/Cl)COCCCl. The result is 1 (mutagenic). (2) The drug is O=[N+]([O-])C1=Cc2cc3cc4ccccc4cc3c3cccc1c23. The result is 1 (mutagenic). (3) The compound is CC(C)C[C@@H](C)Nc1ccc(Nc2ccccc2)cc1. The result is 0 (non-mutagenic). (4) The compound is C#CCOCCN1C=CN(C)C1/C=N/O. The result is 0 (non-mutagenic). (5) The molecule is CC(C)(C)c1cc(O)ccc1O. The result is 0 (non-mutagenic). (6) The drug is CN(C)N=Nc1ccc(Cl)cc1. The result is 1 (mutagenic). (7) The drug is C=CC[C@]1([C@H](C)C#CCC)C(=O)NC(=O)N(C)C1=O. The result is 0 (non-mutagenic).